This data is from Reaction yield outcomes from USPTO patents with 853,638 reactions. The task is: Predict the reaction yield, written as a fraction of the theoretical maximum amount of product (1.0 means a 100% yield; for example, 0.34 means a 34% yield). (1) The reactants are [C:1]([C:5]1[CH:10]=[C:9]([F:11])[C:8]([N+:12]([O-])=O)=[CH:7][C:6]=1[OH:15])([CH3:4])([CH3:3])[CH3:2].C([O-])=O.[NH4+]. The catalyst is CCO.[Pd]. The product is [C:1]([C:5]1[CH:10]=[C:9]([F:11])[C:8]([NH2:12])=[CH:7][C:6]=1[OH:15])([CH3:4])([CH3:2])[CH3:3]. The yield is 0.830. (2) The reactants are Cl[C:2]1[CH:3]=[CH:4][C:5]2[O:14][CH2:13][CH2:12][C:11]3[CH:10]=[C:9]([C:15]4[N:16]([C:20]5[CH:25]=[CH:24][C:23]([F:26])=[CH:22][C:21]=5[F:27])[N:17]=[CH:18][N:19]=4)[S:8][C:7]=3[C:6]=2[N:28]=1.[CH3:29][N:30]1[CH2:35][CH2:34][CH:33]([CH2:36][NH2:37])[CH2:32][CH2:31]1.C(N1CCN2CCN(CCCC)P1N(CCCC)CC2)CCC.CC(C)([O-])C. The catalyst is O1CCOCC1.CC([O-])=O.CC([O-])=O.[Pd+2]. The product is [F:27][C:21]1[CH:22]=[C:23]([F:26])[CH:24]=[CH:25][C:20]=1[N:16]1[C:15]([C:9]2[S:8][C:7]3[C:6]4[N:28]=[C:2]([NH:37][CH2:36][CH:33]5[CH2:34][CH2:35][N:30]([CH3:29])[CH2:31][CH2:32]5)[CH:3]=[CH:4][C:5]=4[O:14][CH2:13][CH2:12][C:11]=3[CH:10]=2)=[N:19][CH:18]=[N:17]1. The yield is 0.370. (3) The reactants are [Cl-].O[NH3+:3].[C:4](=[O:7])([O-])[OH:5].[Na+].CS(C)=O.[CH2:13]([C:17]1[N:22]2[N:23]=[CH:24][CH:25]=[C:21]2[N:20]([C@H:26]2[CH2:31][CH2:30][C@H:29]([O:32][CH2:33][C:34]([OH:37])([CH3:36])[CH3:35])[CH2:28][CH2:27]2)[C:19](=[O:38])[C:18]=1[CH2:39][C:40]1[CH:41]=[CH:42][C:43]([C:46]2[CH:53]=[CH:52][CH:51]=[CH:50][C:47]=2[C:48]#[N:49])=[N:44][CH:45]=1)[CH2:14][CH2:15][CH3:16]. The catalyst is C(OCC)(=O)C. The product is [CH2:13]([C:17]1[N:22]2[N:23]=[CH:24][CH:25]=[C:21]2[N:20]([C@H:26]2[CH2:27][CH2:28][C@H:29]([O:32][CH2:33][C:34]([OH:37])([CH3:35])[CH3:36])[CH2:30][CH2:31]2)[C:19](=[O:38])[C:18]=1[CH2:39][C:40]1[CH:45]=[N:44][C:43]([C:46]2[CH:53]=[CH:52][CH:51]=[CH:50][C:47]=2[C:48]2[NH:3][C:4](=[O:7])[O:5][N:49]=2)=[CH:42][CH:41]=1)[CH2:14][CH2:15][CH3:16]. The yield is 0.530. (4) The reactants are [F:1][C:2]1[CH:7]=[C:6]([F:8])[CH:5]=[CH:4][C:3]=1[N:9]1[C:13]([C:14]2[S:23][C:22]3[C:21]4[N:24]=[C:25]([C:28]5[CH:29]=[N:30][C:31](F)=[C:32]([CH3:34])[CH:33]=5)[CH:26]=[CH:27][C:20]=4[O:19][CH2:18][CH2:17][C:16]=3[CH:15]=2)=[N:12][CH:11]=[N:10]1.[CH3:36][N:37]1[CH2:42][CH2:41][NH:40][CH2:39][CH2:38]1. The catalyst is CN1C(=O)CCC1. The product is [F:1][C:2]1[CH:7]=[C:6]([F:8])[CH:5]=[CH:4][C:3]=1[N:9]1[C:13]([C:14]2[S:23][C:22]3[C:21]4[N:24]=[C:25]([C:28]5[CH:29]=[N:30][C:31]([N:40]6[CH2:41][CH2:42][N:37]([CH3:36])[CH2:38][CH2:39]6)=[C:32]([CH3:34])[CH:33]=5)[CH:26]=[CH:27][C:20]=4[O:19][CH2:18][CH2:17][C:16]=3[CH:15]=2)=[N:12][CH:11]=[N:10]1. The yield is 0.310. (5) The reactants are Br[C:2]1[S:3][C:4]2[C:9]([N:10]3[C:14]([C:15]4[CH:20]=[CH:19][CH:18]=[CH:17][C:16]=4[Cl:21])=[CH:13][N:12]=[CH:11]3)=[N:8][NH:7][C:5]=2[N:6]=1.[O:22]1[CH2:27][CH2:26][N:25]([C:28]2[CH:34]=[CH:33][C:31]([NH2:32])=[CH:30][CH:29]=2)[CH2:24][CH2:23]1. The catalyst is CS(C)=O. The product is [Cl:21][C:16]1[CH:17]=[CH:18][CH:19]=[CH:20][C:15]=1[C:14]1[N:10]([C:9]2[C:4]3[S:3][C:2]([NH:32][C:31]4[CH:30]=[CH:29][C:28]([N:25]5[CH2:26][CH2:27][O:22][CH2:23][CH2:24]5)=[CH:34][CH:33]=4)=[N:6][C:5]=3[NH:7][N:8]=2)[CH:11]=[N:12][CH:13]=1. The yield is 0.270. (6) The reactants are ClC1C=CC=CC=1NC(=O)NC1C=CC(C2C=C3C(CN([C@@H](C(C)C)C(O)=O)C3=O)=CC=2)=NC=1.[Cl:35][C:36]1[CH:41]=[CH:40][CH:39]=[CH:38][C:37]=1[NH:42][C:43](=[O:70])[NH:44][C:45]1[CH:50]=[CH:49][C:48]([C:51]2[CH:59]=[C:58]3[C:54]([CH2:55][N:56]([C@@H:61]([CH:66]([CH3:68])[CH3:67])[C:62]([O:64]C)=[O:63])[C:57]3=[O:60])=[CH:53][CH:52]=2)=[CH:47][C:46]=1[F:69]. No catalyst specified. The product is [Cl:35][C:36]1[CH:41]=[CH:40][CH:39]=[CH:38][C:37]=1[NH:42][C:43](=[O:70])[NH:44][C:45]1[CH:50]=[CH:49][C:48]([C:51]2[CH:59]=[C:58]3[C:54]([CH2:55][N:56]([C@@H:61]([CH:66]([CH3:68])[CH3:67])[C:62]([OH:64])=[O:63])[C:57]3=[O:60])=[CH:53][CH:52]=2)=[CH:47][C:46]=1[F:69]. The yield is 0.850. (7) The reactants are [C:1]([O:5][C:6]([NH:8][C:9]([CH2:15][CH3:16])([CH2:13][CH3:14])[C:10](O)=[O:11])=[O:7])([CH3:4])([CH3:3])[CH3:2].[CH3:17][N:18](C(ON1N=NC2C=CC=CC1=2)=[N+](C)C)C.F[P-](F)(F)(F)(F)F.CCN(CC)CC.Cl.CN. The catalyst is CN(C=O)C.O. The product is [CH3:17][NH:18][C:10]([C:9]([NH:8][C:6](=[O:7])[O:5][C:1]([CH3:4])([CH3:3])[CH3:2])([CH2:15][CH3:16])[CH2:13][CH3:14])=[O:11]. The yield is 0.450.